From a dataset of Reaction yield outcomes from USPTO patents with 853,638 reactions. Predict the reaction yield, written as a fraction of the theoretical maximum amount of product (1.0 means a 100% yield; for example, 0.34 means a 34% yield). (1) The reactants are [F:1][C:2]([F:43])([F:42])[C:3]1[CH:8]=[CH:7][N:6]=[C:5]([C@H:9]([NH:11][C:12]([C:14]2[C:22]3[C:17](=[N:18][CH:19]=[C:20]([C:23]4[C:31]5[C:26](=[CH:27][C:28]([F:32])=[CH:29][CH:30]=5)[N:25]([CH3:33])[N:24]=4)[N:21]=3)[N:16](COCC[Si](C)(C)C)[CH:15]=2)=[O:13])[CH3:10])[CH:4]=1.C(O)(C(F)(F)F)=O.C(N)CN. The catalyst is C(Cl)Cl. The product is [F:43][C:2]([F:1])([F:42])[C:3]1[CH:8]=[CH:7][N:6]=[C:5]([C@H:9]([NH:11][C:12]([C:14]2[C:22]3[C:17](=[N:18][CH:19]=[C:20]([C:23]4[C:31]5[C:26](=[CH:27][C:28]([F:32])=[CH:29][CH:30]=5)[N:25]([CH3:33])[N:24]=4)[N:21]=3)[NH:16][CH:15]=2)=[O:13])[CH3:10])[CH:4]=1. The yield is 0.680. (2) The reactants are [C:1]([C:4]1[N:5]=[N:6][C:7]2[C:12]([C:13]=1[NH:14][C:15]1[CH:20]=[CH:19][C:18]([CH3:21])=[CH:17][C:16]=1[F:22])=[CH:11][C:10]([C:23]1[CH2:28][CH2:27][N:26](C(OC(C)(C)C)=O)[CH2:25][CH:24]=1)=[C:9]([O:36][CH3:37])[CH:8]=2)(=[O:3])[NH2:2].FC(F)(F)C(O)=O. The yield is 0.800. The product is [F:22][C:16]1[CH:17]=[C:18]([CH3:21])[CH:19]=[CH:20][C:15]=1[NH:14][C:13]1[C:12]2[C:7](=[CH:8][C:9]([O:36][CH3:37])=[C:10]([C:23]3[CH2:28][CH2:27][NH:26][CH2:25][CH:24]=3)[CH:11]=2)[N:6]=[N:5][C:4]=1[C:1]([NH2:2])=[O:3]. The catalyst is C(Cl)Cl. (3) The product is [N:3]1([CH:8]2[CH2:13][CH2:12][N:11]([C:14]3[CH:23]=[CH:22][C:17]([C:18]([OH:20])=[O:19])=[CH:16][CH:15]=3)[CH2:10][CH2:9]2)[CH2:7][CH2:6][CH2:5][CH2:4]1. The reactants are [OH-].[Na+].[N:3]1([CH:8]2[CH2:13][CH2:12][N:11]([C:14]3[CH:23]=[CH:22][C:17]([C:18]([O:20]C)=[O:19])=[CH:16][CH:15]=3)[CH2:10][CH2:9]2)[CH2:7][CH2:6][CH2:5][CH2:4]1.Cl. The catalyst is O1CCCC1.CO.C(OCC)(=O)C. The yield is 0.820. (4) The reactants are [N:1]([Sn](CCCC)(CCCC)CCCC)=[N+:2]=[N-:3].[CH3:17][O:18][C:19]([CH:21]1[CH2:26][CH2:25][CH:24]([C:27]#[N:28])[CH2:23][CH2:22]1)=[O:20]. The catalyst is O1CCOCC1. The product is [CH3:17][O:18][C:19]([CH:21]1[CH2:26][CH2:25][CH:24]([C:27]2[NH:3][N:2]=[N:1][N:28]=2)[CH2:23][CH2:22]1)=[O:20]. The yield is 0.520. (5) The reactants are Br[CH2:2][CH2:3][O:4][C:5]1[CH:20]=[CH:19][C:8]([O:9][C:10]2[S:11][C:12]3[C:13]([N:18]=2)=[N:14][CH:15]=[CH:16][CH:17]=3)=[CH:7][CH:6]=1.[NH:21]1[CH2:26][CH2:25][CH:24]([O:27][C:28]2[N:33]=[CH:32][CH:31]=[CH:30][N:29]=2)[CH2:23][CH2:22]1.C(N(CC)C(C)C)(C)C. The catalyst is CC#N. The product is [N:29]1[CH:30]=[CH:31][CH:32]=[N:33][C:28]=1[O:27][CH:24]1[CH2:25][CH2:26][N:21]([CH2:2][CH2:3][O:4][C:5]2[CH:20]=[CH:19][C:8]([O:9][C:10]3[S:11][C:12]4[C:13]([N:18]=3)=[N:14][CH:15]=[CH:16][CH:17]=4)=[CH:7][CH:6]=2)[CH2:22][CH2:23]1. The yield is 0.380.